Dataset: Full USPTO retrosynthesis dataset with 1.9M reactions from patents (1976-2016). Task: Predict the reactants needed to synthesize the given product. (1) Given the product [CH3:36][N:34]1[CH:35]=[C:31]([NH:30][C:27]2[N:26]=[C:25]3[N:21]([CH2:20][C:16]4[CH:17]=[CH:18][CH:19]=[C:14]([N:11]5[CH2:12][CH2:13][NH:8][CH2:9][CH2:10]5)[CH:15]=4)[N:22]=[CH:23][C:24]3=[CH:29][N:28]=2)[CH:32]=[N:33]1, predict the reactants needed to synthesize it. The reactants are: C(OC([N:8]1[CH2:13][CH2:12][N:11]([C:14]2[CH:19]=[CH:18][CH:17]=[C:16]([CH2:20][N:21]3[C:25]4=[N:26][C:27]([NH:30][C:31]5[CH:32]=[N:33][N:34]([CH3:36])[CH:35]=5)=[N:28][CH:29]=[C:24]4[CH:23]=[N:22]3)[CH:15]=2)[CH2:10][CH2:9]1)=O)(C)(C)C.C(O)(C(F)(F)F)=O.C(Cl)Cl. (2) Given the product [Br:1][C:2]1[CH:3]=[C:4]2[C:9](=[CH:10][C:11]=1[F:12])[O:8][C:7]([CH2:14][CH2:15][O:16][CH2:25][O:26][CH3:27])([CH3:13])[CH2:6][C:5]2=[O:17], predict the reactants needed to synthesize it. The reactants are: [Br:1][C:2]1[CH:3]=[C:4]2[C:9](=[CH:10][C:11]=1[F:12])[O:8][C:7]([CH2:14][CH2:15][OH:16])([CH3:13])[CH2:6][C:5]2=[O:17].C(N(CC)CC)C.[CH2:25](Cl)[O:26][CH3:27]. (3) Given the product [C:43]([NH:1][C@H:2]1[CH2:7][CH2:6][C@H:5]([CH2:8][O:9][CH2:10][C:11]2[C:19]3[C:18](=[O:20])[NH:17][C:16]([C:21]([NH:23][CH2:24][C:25]4[CH:30]=[CH:29][C:28]([F:31])=[C:27]([O:32][CH3:33])[CH:26]=4)=[O:22])=[N:15][C:14]=3[S:13][CH:12]=2)[CH2:4][CH2:3]1)(=[O:45])[CH3:44], predict the reactants needed to synthesize it. The reactants are: [NH2:1][C@H:2]1[CH2:7][CH2:6][C@H:5]([CH2:8][O:9][CH2:10][C:11]2[C:19]3[C:18](=[O:20])[NH:17][C:16]([C:21]([NH:23][CH2:24][C:25]4[CH:30]=[CH:29][C:28]([F:31])=[C:27]([O:32][CH3:33])[CH:26]=4)=[O:22])=[N:15][C:14]=3[S:13][CH:12]=2)[CH2:4][CH2:3]1.C(N(CC)C(C)C)(C)C.[C:43](Cl)(=[O:45])[CH3:44]. (4) Given the product [Br:23][C:24]1[CH:29]=[CH:28][CH:27]=[CH:26][C:25]=1[NH:30][C:31]([NH:10][C:9]1[CH:11]=[CH:12][C:6]([Cl:5])=[C:7]([S:14]([N:17]2[CH2:18][CH2:19][O:20][CH2:21][CH2:22]2)(=[O:15])=[O:16])[C:8]=1[OH:13])=[O:32], predict the reactants needed to synthesize it. The reactants are: NC(N)=O.[Cl:5][C:6]1[CH:12]=[CH:11][C:9]([NH2:10])=[C:8]([OH:13])[C:7]=1[S:14]([N:17]1[CH2:22][CH2:21][O:20][CH2:19][CH2:18]1)(=[O:16])=[O:15].[Br:23][C:24]1[CH:29]=[CH:28][CH:27]=[CH:26][C:25]=1[N:30]=[C:31]=[O:32]. (5) Given the product [F:1][C:2]1[CH:7]=[CH:6][CH:5]=[C:4]([F:8])[C:3]=1[CH:9]([CH3:13])[C:10]([O:12][C:35]1[C:34]([F:37])=[C:33]([F:38])[C:32]([F:39])=[C:31]([F:40])[C:30]=1[F:29])=[O:11], predict the reactants needed to synthesize it. The reactants are: [F:1][C:2]1[CH:7]=[CH:6][CH:5]=[C:4]([F:8])[C:3]=1[CH:9]([CH3:13])[C:10]([OH:12])=[O:11].C1CCC(N=C=NC2CCCCC2)CC1.[F:29][C:30]1[C:35](O)=[C:34]([F:37])[C:33]([F:38])=[C:32]([F:39])[C:31]=1[F:40]. (6) Given the product [CH3:43][N:42]([CH3:44])[CH2:40][CH2:39][O:10][C:8]1[CH:9]=[CH:4][C:5]([CH2:12][CH2:13][CH2:14][NH:3][C:4]2[CH:9]=[C:8]([O:10][CH3:11])[CH:7]=[CH:6][C:5]=2[C@@H:12]2[CH2:21][CH2:20][C:19]3[CH:18]=[C:17]([OH:22])[CH:16]=[CH:15][C:14]=3[CH2:13]2)=[CH:6][CH:7]=1, predict the reactants needed to synthesize it. The reactants are: C([N:3](C(=O)C1C=CC(O)=CC=1)[C:4]1[CH:9]=[C:8]([O:10][CH3:11])[CH:7]=[CH:6][C:5]=1[C@@H:12]1[CH2:21][CH2:20][C:19]2[CH:18]=[C:17]([O:22]C(=O)C(C)(C)C)[CH:16]=[CH:15][C:14]=2[CH2:13]1)C.Cl[CH2:39][C:40]([N:42]([CH3:44])[CH3:43])=O. (7) The reactants are: Cl.Cl.[CH3:3][C:4]1[CH:5]=[C:6]([N:10]2[CH2:15][CH2:14][NH:13][CH2:12][CH2:11]2)[CH:7]=[CH:8][CH:9]=1.Cl[C:17]1[CH:18]=[CH:19][C:20]2[N:21]([C:23]([C:26]([F:29])([F:28])[F:27])=[N:24][N:25]=2)[N:22]=1. Given the product [CH3:3][C:4]1[CH:5]=[C:6]([N:10]2[CH2:15][CH2:14][N:13]([C:17]3[CH:18]=[CH:19][C:20]4[N:21]([C:23]([C:26]([F:27])([F:29])[F:28])=[N:24][N:25]=4)[N:22]=3)[CH2:12][CH2:11]2)[CH:7]=[CH:8][CH:9]=1, predict the reactants needed to synthesize it. (8) Given the product [C:1]([C:5]1[CH:9]=[C:8]([O:10][CH2:11][C:12]2[CH:17]=[CH:16][CH:15]=[C:14]([CH3:18])[N:13]=2)[N:7]([CH2:19][C:20]2[CH:25]=[CH:24][C:23]([CH2:26][O:27][C:33]3[CH:32]=[CH:31][C:30]([CH2:36][CH2:37][C:38]([O:40][CH2:41][CH3:42])=[O:39])=[C:29]([F:28])[CH:34]=3)=[CH:22][CH:21]=2)[N:6]=1)([CH3:4])([CH3:2])[CH3:3], predict the reactants needed to synthesize it. The reactants are: [C:1]([C:5]1[CH:9]=[C:8]([O:10][CH2:11][C:12]2[CH:17]=[CH:16][CH:15]=[C:14]([CH3:18])[N:13]=2)[N:7]([CH2:19][C:20]2[CH:25]=[CH:24][C:23]([CH2:26][OH:27])=[CH:22][CH:21]=2)[N:6]=1)([CH3:4])([CH3:3])[CH3:2].[F:28][C:29]1[CH:34]=[C:33](O)[CH:32]=[CH:31][C:30]=1[CH2:36][CH2:37][C:38]([O:40][CH2:41][CH3:42])=[O:39].C(P(CCCC)CCCC)CCC.N(C(N1CCCCC1)=O)=NC(N1CCCCC1)=O. (9) Given the product [CH3:41][O:42][CH2:43][C:44]1[CH:45]=[CH:46][C:47]([O:52][C:53]([F:54])([F:55])[F:56])=[C:48]([CH:49]=1)[CH2:50][NH:51][C:36](=[O:37])[NH:1][C:2]1[N:6]([C:7]2[CH:12]=[CH:11][CH:10]=[CH:9][CH:8]=2)[N:5]=[C:4]([CH:13]2[CH2:18][CH2:17][N:16]([C:19]([O:21][C:22]([CH3:23])([CH3:25])[CH3:24])=[O:20])[CH2:15][CH2:14]2)[C:3]=1[CH3:26], predict the reactants needed to synthesize it. The reactants are: [NH2:1][C:2]1[N:6]([C:7]2[CH:12]=[CH:11][CH:10]=[CH:9][CH:8]=2)[N:5]=[C:4]([CH:13]2[CH2:18][CH2:17][N:16]([C:19]([O:21][C:22]([CH3:25])([CH3:24])[CH3:23])=[O:20])[CH2:15][CH2:14]2)[C:3]=1[CH3:26].C1(C2C=CC([CH2:36][O:37]C)=CC=2CN)CC1.[CH3:41][O:42][CH2:43][C:44]1[CH:45]=[CH:46][C:47]([O:52][C:53]([F:56])([F:55])[F:54])=[C:48]([CH2:50][NH2:51])[CH:49]=1.